Dataset: Full USPTO retrosynthesis dataset with 1.9M reactions from patents (1976-2016). Task: Predict the reactants needed to synthesize the given product. (1) Given the product [F:27][C:25]([F:26])([F:28])[C:24]([N:23]1[CH:21]2[CH2:20][CH2:19][CH:18]1[CH2:17][C:16](=[C:6]1[C:5]3[CH:4]=[CH:3][C:2]([C:30]#[N:31])=[CH:15][C:14]=3[O:13][C:12]3[C:7]1=[CH:8][CH:9]=[CH:10][CH:11]=3)[CH2:22]2)=[O:29], predict the reactants needed to synthesize it. The reactants are: Br[C:2]1[CH:3]=[CH:4][C:5]2[C:6](=[C:16]3[CH2:22][CH:21]4[N:23]([C:24](=[O:29])[C:25]([F:28])([F:27])[F:26])[CH:18]([CH2:19][CH2:20]4)[CH2:17]3)[C:7]3[C:12]([O:13][C:14]=2[CH:15]=1)=[CH:11][CH:10]=[CH:9][CH:8]=3.[C:30]([Cu])#[N:31].O. (2) Given the product [CH2:1]([C:5]1[N:6]=[C:7]([CH:27]([CH3:28])[CH3:29])[N:8]([C:37]2[CH:36]=[CH:35][C:34]3[O:30][CH2:31][CH2:32][C:33]=3[CH:38]=2)[C:9](=[O:26])[C:10]=1[CH2:11][C:12]1[CH:17]=[CH:16][C:15]([C:18]2[C:19]([C:24]#[N:25])=[CH:20][CH:21]=[CH:22][CH:23]=2)=[CH:14][CH:13]=1)[CH2:2][CH2:3][CH3:4], predict the reactants needed to synthesize it. The reactants are: [CH2:1]([C:5]1[N:6]=[C:7]([CH:27]([CH3:29])[CH3:28])[NH:8][C:9](=[O:26])[C:10]=1[CH2:11][C:12]1[CH:17]=[CH:16][C:15]([C:18]2[C:19]([C:24]#[N:25])=[CH:20][CH:21]=[CH:22][CH:23]=2)=[CH:14][CH:13]=1)[CH2:2][CH2:3][CH3:4].[O:30]1[C:34]2[CH:35]=[CH:36][C:37](B(O)O)=[CH:38][C:33]=2[CH2:32][CH2:31]1.N1C=CC=CC=1.C(N(CC)CC)C. (3) Given the product [S:22]([O:14][N:13]=[C:6]1[C:5]2[C:10](=[CH:11][CH:12]=[C:3]([O:2][CH3:1])[CH:4]=2)[O:9][CH2:8][CH2:7]1)([C:19]1[CH:20]=[CH:21][C:16]([CH3:15])=[CH:17][CH:18]=1)(=[O:24])=[O:23], predict the reactants needed to synthesize it. The reactants are: [CH3:1][O:2][C:3]1[CH:4]=[C:5]2[C:10](=[CH:11][CH:12]=1)[O:9][CH2:8][CH2:7][C:6]2=[N:13][OH:14].[CH3:15][C:16]1[CH:21]=[CH:20][C:19]([S:22](Cl)(=[O:24])=[O:23])=[CH:18][CH:17]=1.